Dataset: Full USPTO retrosynthesis dataset with 1.9M reactions from patents (1976-2016). Task: Predict the reactants needed to synthesize the given product. (1) Given the product [C:26]([S:25][CH2:24][C:12]1[CH:13]=[C:14]([NH:17][C:18](=[O:23])[C:19]([CH3:22])([CH3:21])[CH3:20])[CH:15]=[CH:16][C:11]=1[CH2:10][N:1]1[CH:5]=[C:4]([CH2:6][C:7]#[N:8])[CH:3]=[N:2]1)([CH3:29])([CH3:28])[CH3:27], predict the reactants needed to synthesize it. The reactants are: [NH:1]1[CH:5]=[C:4]([CH2:6][C:7]#[N:8])[CH:3]=[N:2]1.Br[CH2:10][C:11]1[CH:16]=[CH:15][C:14]([NH:17][C:18](=[O:23])[C:19]([CH3:22])([CH3:21])[CH3:20])=[CH:13][C:12]=1[CH2:24][S:25][C:26]([CH3:29])([CH3:28])[CH3:27].C(=O)([O-])[O-].[Cs+].[Cs+]. (2) Given the product [CH3:14][Si:15]([Bi:1]([Si:15]([CH3:18])([CH3:17])[CH3:14])[Si:15]([CH3:18])([CH3:17])[CH3:14])([CH3:18])[CH3:17], predict the reactants needed to synthesize it. The reactants are: [Bi:1].[Na].C1C2C(=CC=CC=2)C=CC=1.[Sb].[CH3:14][Si:15]([CH3:18])([CH3:17])Cl. (3) Given the product [Cl:34][C:35]1[CH:36]=[CH:37][C:38]([C:41]2([C:45]([N:25]3[CH2:31][CH2:30][CH2:29][CH2:28][CH:27]([CH2:32][OH:33])[CH2:26]3)=[O:46])[CH2:44][CH2:43][CH2:42]2)=[CH:39][CH:40]=1, predict the reactants needed to synthesize it. The reactants are: C1CN([P+](Br)(N2CCCC2)N2CCCC2)CC1.F[P-](F)(F)(F)(F)F.[NH:25]1[CH2:31][CH2:30][CH2:29][CH2:28][CH:27]([CH2:32][OH:33])[CH2:26]1.[Cl:34][C:35]1[CH:40]=[CH:39][C:38]([C:41]2([C:45](O)=[O:46])[CH2:44][CH2:43][CH2:42]2)=[CH:37][CH:36]=1. (4) Given the product [NH2:10][C@@:9]1([C:3]2[CH:4]=[CH:5][C:6]([F:8])=[CH:7][C:2]=2[F:1])[CH2:17][O:16][C@@H:15]([C:18]2([CH3:21])[CH2:20][CH2:19]2)[CH2:14][C@H:13]1[CH2:12][OH:11], predict the reactants needed to synthesize it. The reactants are: [F:1][C:2]1[CH:7]=[C:6]([F:8])[CH:5]=[CH:4][C:3]=1[C@:9]12[CH2:17][O:16][C@@H:15]([C:18]3([CH3:21])[CH2:20][CH2:19]3)[CH2:14][C@H:13]1[CH2:12][O:11][NH:10]2.N[C@@]1(C2C=CC(F)=CC=2F)CO[C@@H](COCC2C=CC=CC=2)C[C@H]1CO.